Dataset: Full USPTO retrosynthesis dataset with 1.9M reactions from patents (1976-2016). Task: Predict the reactants needed to synthesize the given product. The reactants are: [C:1]([C:3]1[CH:17]=[CH:16][C:6]2[N:7]=[C:8]([NH:10][C:11]([NH:13][CH2:14][CH3:15])=[O:12])[S:9][C:5]=2[CH:4]=1)#[N:2].[H-].[Al+3].[Li+].[H-].[H-].[H-]. Given the product [NH2:2][CH2:1][C:3]1[CH:17]=[CH:16][C:6]2[N:7]=[C:8]([NH:10][C:11]([NH:13][CH2:14][CH3:15])=[O:12])[S:9][C:5]=2[CH:4]=1, predict the reactants needed to synthesize it.